Dataset: Forward reaction prediction with 1.9M reactions from USPTO patents (1976-2016). Task: Predict the product of the given reaction. Given the reactants [CH3:1][C:2]1[CH:7]=[CH:6][C:5]([S:8]([NH:11][C:12]2[CH:24]=[CH:23][C:15]3[S:16][C:17]([C:19]([O:21]C)=[O:20])=[CH:18][C:14]=3[CH:13]=2)(=[O:10])=[O:9])=[CH:4][CH:3]=1.O.[OH-].[Li+].O, predict the reaction product. The product is: [CH3:1][C:2]1[CH:3]=[CH:4][C:5]([S:8]([NH:11][C:12]2[CH:24]=[CH:23][C:15]3[S:16][C:17]([C:19]([OH:21])=[O:20])=[CH:18][C:14]=3[CH:13]=2)(=[O:10])=[O:9])=[CH:6][CH:7]=1.